Dataset: NCI-60 drug combinations with 297,098 pairs across 59 cell lines. Task: Regression. Given two drug SMILES strings and cell line genomic features, predict the synergy score measuring deviation from expected non-interaction effect. (1) Drug 1: C1CN1P(=S)(N2CC2)N3CC3. Drug 2: C1=CN(C=N1)CC(O)(P(=O)(O)O)P(=O)(O)O. Cell line: HCT116. Synergy scores: CSS=32.4, Synergy_ZIP=-4.73, Synergy_Bliss=0.943, Synergy_Loewe=0.00251, Synergy_HSA=-1.79. (2) Drug 1: CC1=C(C(CCC1)(C)C)C=CC(=CC=CC(=CC(=O)O)C)C. Drug 2: CCC(=C(C1=CC=CC=C1)C2=CC=C(C=C2)OCCN(C)C)C3=CC=CC=C3.C(C(=O)O)C(CC(=O)O)(C(=O)O)O. Cell line: NCI-H460. Synergy scores: CSS=9.69, Synergy_ZIP=0.863, Synergy_Bliss=2.85, Synergy_Loewe=-2.49, Synergy_HSA=0.306. (3) Drug 1: CN(C)N=NC1=C(NC=N1)C(=O)N. Drug 2: CC1CCC2CC(C(=CC=CC=CC(CC(C(=O)C(C(C(=CC(C(=O)CC(OC(=O)C3CCCCN3C(=O)C(=O)C1(O2)O)C(C)CC4CCC(C(C4)OC)OCCO)C)C)O)OC)C)C)C)OC. Cell line: UACC62. Synergy scores: CSS=6.50, Synergy_ZIP=-3.18, Synergy_Bliss=-0.916, Synergy_Loewe=-4.83, Synergy_HSA=-0.723.